This data is from CYP3A4 inhibition data for predicting drug metabolism from PubChem BioAssay. The task is: Regression/Classification. Given a drug SMILES string, predict its absorption, distribution, metabolism, or excretion properties. Task type varies by dataset: regression for continuous measurements (e.g., permeability, clearance, half-life) or binary classification for categorical outcomes (e.g., BBB penetration, CYP inhibition). Dataset: cyp3a4_veith. The molecule is CC(=O)c1c(O)cc(=O)n(-c2ccccc2)c1-c1cccc2ccccc12. The result is 0 (non-inhibitor).